This data is from Human intestinal absorption (HIA) binary classification data from Hou et al.. The task is: Regression/Classification. Given a drug SMILES string, predict its absorption, distribution, metabolism, or excretion properties. Task type varies by dataset: regression for continuous measurements (e.g., permeability, clearance, half-life) or binary classification for categorical outcomes (e.g., BBB penetration, CYP inhibition). Dataset: hia_hou. (1) The drug is CC(C)N(CC[C@](C(N)=O)(c1ccccc1)c1cccnc1)C(C)C. The result is 1 (good absorption). (2) The molecule is O=C1CC2(CCCC2)CC(=O)N1CCCCN1CCN(c2ncccn2)CC1. The result is 1 (good absorption). (3) The drug is CC[C@H](C)n1ncn(-c2ccc(N3CCN(c4ccc(OC[C@@H]5CO[C@@](Cn6cncn6)(c6ccc(Cl)cc6Cl)O5)cc4)CC3)cc2)c1=O. The result is 1 (good absorption). (4) The drug is C[C@@]12CCC(=O)C=C1CC[C@H]1[C@H]2[C@H](O)C[C@@]2(C)[C@@H](C(=O)CO)CC[C@H]12. The result is 1 (good absorption). (5) The molecule is C[C@@H]1[C@@H](NC(=O)/C(=N\OC(C)(C)C(=O)O)c2csc(N)n2)C(=O)N1S(=O)(=O)O. The result is 0 (poor absorption). (6) The compound is CN1CCC[C@@H]1c1cccnc1. The result is 1 (good absorption). (7) The drug is O=C(C1CCCCC1)N1CC(=O)N2CCc3ccccc3[C@@H]2C1. The result is 1 (good absorption). (8) The result is 1 (good absorption). The drug is C[C@@H]([C@](O)(Cn1cncn1)c1ccc(F)cc1F)S(C)(=O)=O. (9) The molecule is COc1ccccc1N1CCN(CCCNc2cc(=O)n(C)c(=O)n2C)CC1. The result is 1 (good absorption).